This data is from NCI-60 drug combinations with 297,098 pairs across 59 cell lines. The task is: Regression. Given two drug SMILES strings and cell line genomic features, predict the synergy score measuring deviation from expected non-interaction effect. Drug 1: CC(C)(C#N)C1=CC(=CC(=C1)CN2C=NC=N2)C(C)(C)C#N. Synergy scores: CSS=18.9, Synergy_ZIP=1.52, Synergy_Bliss=1.09, Synergy_Loewe=-24.8, Synergy_HSA=-1.58. Cell line: UACC62. Drug 2: CN(CC1=CN=C2C(=N1)C(=NC(=N2)N)N)C3=CC=C(C=C3)C(=O)NC(CCC(=O)O)C(=O)O.